Dataset: Skin sensitization/reaction prediction data. Task: Regression/Classification. Given a drug SMILES string, predict its toxicity properties. Task type varies by dataset: regression for continuous values (e.g., LD50, hERG inhibition percentage) or binary classification for toxic/non-toxic outcomes (e.g., AMES mutagenicity, cardiotoxicity, hepatotoxicity). Dataset: skin_reaction. (1) The compound is C=CC(=O)OCCO. The result is 1 (causes skin reaction). (2) The compound is CCCCCCCCCCCCCCCCCCCl. The result is 1 (causes skin reaction).